Predict the reactants needed to synthesize the given product. From a dataset of Full USPTO retrosynthesis dataset with 1.9M reactions from patents (1976-2016). (1) Given the product [CH3:27][O:26][C:19]1[CH:20]=[C:21]([O:24][CH3:25])[CH:22]=[CH:23][C:18]=1[CH2:17][N:10]1[CH2:11][CH2:12][C:13]([F:15])([F:16])[CH2:14][C@@H:8]([NH:7][S:50]([CH2:49][CH2:48][C:47]([F:55])([F:54])[F:46])(=[O:52])=[O:51])[C:9]1=[O:28], predict the reactants needed to synthesize it. The reactants are: C(OC(=O)[NH:7][C@@H:8]1[CH2:14][C:13]([F:16])([F:15])[CH2:12][CH2:11][N:10]([CH2:17][C:18]2[CH:23]=[CH:22][C:21]([O:24][CH3:25])=[CH:20][C:19]=2[O:26][CH3:27])[C:9]1=[O:28])(C)(C)C.Cl.O1CCOCC1.CCN(C(C)C)C(C)C.[F:46][C:47]([F:55])([F:54])[CH2:48][CH2:49][S:50](Cl)(=[O:52])=[O:51]. (2) Given the product [CH2:1]([O:3][C:4]([C:6]1[C:14]2[C:9](=[CH:10][CH:11]=[C:12]([O:15][C:34]3[C:43]4[C:38](=[CH:39][C:40]([Cl:44])=[CH:41][CH:42]=4)[N:37]=[CH:36][CH:35]=3)[CH:13]=2)[N:8]([C:16]2[CH:17]=[CH:18][C:19]([O:22][C:23]([F:26])([F:24])[F:25])=[CH:20][CH:21]=2)[C:7]=1[CH2:27][C:28]([O:30][CH2:31][CH3:32])=[O:29])=[O:5])[CH3:2], predict the reactants needed to synthesize it. The reactants are: [CH2:1]([O:3][C:4]([C:6]1[C:14]2[C:9](=[CH:10][CH:11]=[C:12]([OH:15])[CH:13]=2)[N:8]([C:16]2[CH:21]=[CH:20][C:19]([O:22][C:23]([F:26])([F:25])[F:24])=[CH:18][CH:17]=2)[C:7]=1[CH2:27][C:28]([O:30][CH2:31][CH3:32])=[O:29])=[O:5])[CH3:2].Cl[C:34]1[C:43]2[C:38](=[CH:39][C:40]([Cl:44])=[CH:41][CH:42]=2)[N:37]=[CH:36][CH:35]=1.C([O-])([O-])=O.[K+].[K+].CN(C=O)C. (3) Given the product [CH2:37]([O:44][C:45]1[CH:46]=[CH:47][C:48]([C@@H:56]([O:59][Si:60]([C:63]([CH3:64])([CH3:66])[CH3:65])([CH3:62])[CH3:61])[CH2:57][NH:1][CH2:2][CH2:3][CH2:4][CH2:5][CH2:6][CH2:7][CH2:8][CH2:9][CH2:10][N:11]2[CH2:12][CH2:13][CH:14]([CH2:17][N:18]3[CH:22]=[N:21][C:20]([C:23]([CH:31]4[CH2:32][CH2:33][CH2:34][CH2:35][CH2:36]4)([OH:24])[C:25]4[CH:30]=[CH:29][CH:28]=[CH:27][CH:26]=4)=[N:19]3)[CH2:15][CH2:16]2)=[C:49]2[C:54]=1[NH:53][C:52](=[O:55])[CH:51]=[CH:50]2)[C:38]1[CH:39]=[CH:40][CH:41]=[CH:42][CH:43]=1, predict the reactants needed to synthesize it. The reactants are: [NH2:1][CH2:2][CH2:3][CH2:4][CH2:5][CH2:6][CH2:7][CH2:8][CH2:9][CH2:10][N:11]1[CH2:16][CH2:15][CH:14]([CH2:17][N:18]2[CH:22]=[N:21][C:20]([C:23]([CH:31]3[CH2:36][CH2:35][CH2:34][CH2:33][CH2:32]3)([C:25]3[CH:30]=[CH:29][CH:28]=[CH:27][CH:26]=3)[OH:24])=[N:19]2)[CH2:13][CH2:12]1.[CH2:37]([O:44][C:45]1[CH:46]=[CH:47][C:48]([C@@H:56]([O:59][Si:60]([C:63]([CH3:66])([CH3:65])[CH3:64])([CH3:62])[CH3:61])[CH2:57]Br)=[C:49]2[C:54]=1[NH:53][C:52](=[O:55])[CH:51]=[CH:50]2)[C:38]1[CH:43]=[CH:42][CH:41]=[CH:40][CH:39]=1. (4) Given the product [OH:14][CH2:13][CH:10]1[CH2:11][CH2:12][N:7]([C:17]([O:19][C:20]([CH3:23])([CH3:22])[CH3:21])=[O:18])[CH2:8][CH2:9]1, predict the reactants needed to synthesize it. The reactants are: [H-].[H-].[H-].[H-].[Li+].[Al+3].[N:7]1([C:17]([O:19][C:20]([CH3:23])([CH3:22])[CH3:21])=[O:18])[CH2:12][CH2:11][CH:10]([C:13](OC)=[O:14])[CH2:9][CH2:8]1.C(OCC)(=O)C.[O-]S([O-])(=O)=O.[Na+].[Na+]. (5) Given the product [F:1][C:2]1[C:3]([CH3:18])=[C:4]([CH:8]=[CH:9][C:10]=1[C:11]([F:16])([F:17])[C:12]([F:13])([F:14])[F:15])[C:5]([O:7][CH3:24])=[O:6], predict the reactants needed to synthesize it. The reactants are: [F:1][C:2]1[C:3]([CH3:18])=[C:4]([CH:8]=[CH:9][C:10]=1[C:11]([F:17])([F:16])[C:12]([F:15])([F:14])[F:13])[C:5]([OH:7])=[O:6].S(=O)(=O)(O)O.[CH3:24]O.